Task: Predict the reaction yield, written as a fraction of the theoretical maximum amount of product (1.0 means a 100% yield; for example, 0.34 means a 34% yield).. Dataset: Reaction yield outcomes from USPTO patents with 853,638 reactions The reactants are [NH2:1][C:2]1[CH:7]=[CH:6][N:5]=[CH:4][C:3]=1[CH3:8].OO.[OH-].[Na+].[BrH:13]. No catalyst specified. The product is [Br:13][C:7]1[CH:6]=[N:5][CH:4]=[C:3]([CH3:8])[C:2]=1[NH2:1]. The yield is 0.780.